Dataset: Catalyst prediction with 721,799 reactions and 888 catalyst types from USPTO. Task: Predict which catalyst facilitates the given reaction. (1) Reactant: [NH2:1][C:2]1[CH:7]=[CH:6][CH:5]=[C:4]([Br:8])[N:3]=1.C(N(CC)CC)C.[C:16](Cl)(=[O:18])[CH3:17]. Product: [Br:8][C:4]1[N:3]=[C:2]([NH:1][C:16](=[O:18])[CH3:17])[CH:7]=[CH:6][CH:5]=1. The catalyst class is: 7. (2) Reactant: CC(OC(/N=N/C(OC(C)C)=O)=O)C.[OH:15][C:16]1[CH:17]=[C:18]([CH:23]=[C:24]([O:26][CH2:27][C:28]2[CH:33]=[CH:32][CH:31]=[CH:30][CH:29]=2)[CH:25]=1)[C:19]([O:21][CH3:22])=[O:20].[CH3:34][CH2:35][C@H:36](O)[CH3:37].C1(P(C2C=CC=CC=2)C2C=CC=CC=2)C=CC=CC=1. Product: [CH3:34][C@H:35]([O:15][C:16]1[CH:17]=[C:18]([CH:23]=[C:24]([O:26][CH2:27][C:28]2[CH:33]=[CH:32][CH:31]=[CH:30][CH:29]=2)[CH:25]=1)[C:19]([O:21][CH3:22])=[O:20])[CH2:36][CH3:37]. The catalyst class is: 165. (3) Reactant: [NH2:1][C:2]1[CH:7]=[C:6]([N+:8]([O-:10])=[O:9])[CH:5]=[CH:4][C:3]=1[C:11]([N:13]1[CH2:18][CH2:17][N:16]([CH3:19])[CH2:15][CH2:14]1)=[O:12].[C:20]([O:23][C:24](=O)C)(=[O:22])C. Product: [CH3:19][N:16]1[CH2:17][CH2:18][N:13]([C:11]([C:3]2[CH:4]=[CH:5][C:6]([N+:8]([O-:10])=[O:9])=[CH:7][C:2]=2[NH:1][C:20](=[O:22])[O:23][CH3:24])=[O:12])[CH2:14][CH2:15]1. The catalyst class is: 64. (4) Reactant: [CH3:1][O:2][C:3]1[N:4]=[N:5][CH:6]=[CH:7][CH:8]=1.ClC1C=C(C=CC=1)C(O)=[O:14].C(=O)(O)[O-].[Na+].C(Cl)(Cl)Cl. Product: [CH3:1][O:2][C:3]1[N:4]=[N+:5]([O-:14])[CH:6]=[CH:7][CH:8]=1. The catalyst class is: 46.